Dataset: Peptide-MHC class I binding affinity with 185,985 pairs from IEDB/IMGT. Task: Regression. Given a peptide amino acid sequence and an MHC pseudo amino acid sequence, predict their binding affinity value. This is MHC class I binding data. (1) The peptide sequence is QLEVRSTEV. The MHC is HLA-A02:16 with pseudo-sequence HLA-A02:16. The binding affinity (normalized) is 0.0847. (2) The peptide sequence is VTTQRQSVY. The MHC is HLA-A03:01 with pseudo-sequence HLA-A03:01. The binding affinity (normalized) is 0.213.